This data is from Full USPTO retrosynthesis dataset with 1.9M reactions from patents (1976-2016). The task is: Predict the reactants needed to synthesize the given product. (1) Given the product [CH:38]1([C:36]([NH:35][C:33]2[N:34]=[C:29]3[CH:28]=[CH:27][C:26]([O:25][C:24]4[CH:41]=[CH:42][C:43]([F:44])=[C:22]([NH:21][C:7]([C:6]5[C:2]([CH3:1])=[N:3][O:4][CH:5]=5)=[O:9])[CH:23]=4)=[N:31][N:30]3[CH:32]=2)=[O:37])[CH2:39][CH2:40]1, predict the reactants needed to synthesize it. The reactants are: [CH3:1][C:2]1[C:6]([C:7]([OH:9])=O)=[CH:5][O:4][N:3]=1.O1CCCC1.C(Cl)(=O)C(Cl)=O.[NH2:21][C:22]1[CH:23]=[C:24]([CH:41]=[CH:42][C:43]=1[F:44])[O:25][C:26]1[CH:27]=[CH:28][C:29]2[N:30]([CH:32]=[C:33]([NH:35][C:36]([CH:38]3[CH2:40][CH2:39]3)=[O:37])[N:34]=2)[N:31]=1. (2) Given the product [F:1][C:2]1[CH:7]=[CH:6][C:5]([C:8]2[N:9]=[C:10]3[CH:15]=[CH:14][CH:13]=[N:12][N:11]3[C:16]=2[C:17]2[CH:22]=[CH:21][N:20]=[C:19]([NH:23][C:26](=[O:27])[O:28][CH2:29][C:30]([Cl:33])([Cl:32])[Cl:31])[CH:18]=2)=[CH:4][C:3]=1[CH3:24], predict the reactants needed to synthesize it. The reactants are: [F:1][C:2]1[CH:7]=[CH:6][C:5]([C:8]2[N:9]=[C:10]3[CH:15]=[CH:14][CH:13]=[N:12][N:11]3[C:16]=2[C:17]2[CH:22]=[CH:21][N:20]=[C:19]([NH2:23])[CH:18]=2)=[CH:4][C:3]=1[CH3:24].Cl[C:26]([O:28][CH2:29][C:30]([Cl:33])([Cl:32])[Cl:31])=[O:27].C(=O)([O-])O.[Na+]. (3) Given the product [CH3:1][O:2][C:3](=[O:16])[C@H:4]([CH2:9][CH:10]1[CH2:15][CH2:14][CH2:13][CH2:12][CH2:11]1)[CH2:5][C:6]([NH:60][CH2:59][CH2:58][NH:57][C:54]1[CH:55]=[CH:56][C:51]([F:50])=[CH:52][CH:53]=1)=[O:8], predict the reactants needed to synthesize it. The reactants are: [CH3:1][O:2][C:3](=[O:16])[C@H:4]([CH2:9][CH:10]1[CH2:15][CH2:14][CH2:13][CH2:12][CH2:11]1)[CH2:5][C:6]([OH:8])=O.C(N(C(C)C)CC)(C)C.CN(C(ON1N=NC2C=CC=NC1=2)=[N+](C)C)C.F[P-](F)(F)(F)(F)F.[F:50][C:51]1[CH:56]=[CH:55][C:54]([NH:57][CH2:58][CH2:59][NH2:60])=[CH:53][CH:52]=1. (4) Given the product [Cl:1][C:2]1[CH:7]=[CH:6][C:5]([CH2:8][CH2:9][C:10]([NH2:12])=[O:11])=[CH:4][C:3]=1[CH2:13][CH3:14], predict the reactants needed to synthesize it. The reactants are: [Cl:1][C:2]1[CH:7]=[CH:6][C:5](/[CH:8]=[CH:9]/[C:10]([NH2:12])=[O:11])=[CH:4][C:3]=1[CH2:13][CH3:14]. (5) Given the product [CH2:1]([O:3][C:4]1[CH:13]=[C:12]([B:15]2[O:19][C:18]([CH3:21])([CH3:20])[C:17]([CH3:23])([CH3:22])[O:16]2)[CH:11]=[CH:10][C:5]=1[C:6]([O:8][CH3:9])=[O:7])[CH3:2], predict the reactants needed to synthesize it. The reactants are: [CH2:1]([O:3][C:4]1[CH:13]=[C:12](I)[CH:11]=[CH:10][C:5]=1[C:6]([O:8][CH3:9])=[O:7])[CH3:2].[B:15]1([B:15]2[O:19][C:18]([CH3:21])([CH3:20])[C:17]([CH3:23])([CH3:22])[O:16]2)[O:19][C:18]([CH3:21])([CH3:20])[C:17]([CH3:23])([CH3:22])[O:16]1.C([O-])(=O)C.[K+].